This data is from Full USPTO retrosynthesis dataset with 1.9M reactions from patents (1976-2016). The task is: Predict the reactants needed to synthesize the given product. (1) Given the product [F:13][C:4]1[C:5]([O:11][CH3:12])=[C:6]([CH:7]=[C:2]([F:1])[C:3]=1[O:14][CH3:15])[NH2:8], predict the reactants needed to synthesize it. The reactants are: [F:1][C:2]1[CH:7]=[C:6]([N+:8]([O-])=O)[C:5]([O:11][CH3:12])=[C:4]([F:13])[C:3]=1[O:14][CH3:15]. (2) Given the product [C:15]([CH:2]([C:3]([O:5][CH2:6][CH3:7])=[O:4])[C:1]([O:9][CH2:10][CH3:11])=[O:8])(=[O:17])[CH3:16], predict the reactants needed to synthesize it. The reactants are: [C:1]([O:9][CH2:10][CH3:11])(=[O:8])[CH2:2][C:3]([O:5][CH2:6][CH3:7])=[O:4].[Cl-].[Mg+2].[Cl-].[C:15](Cl)(=[O:17])[CH3:16].Cl. (3) The reactants are: [CH:1]1[C:13]2[CH:12]([CH2:14][O:15][C:16]([NH:18][C@:19]34[CH2:55][CH2:54][C@@H:53]([CH:56]([CH3:59])[CH:57]=[O:58])[C@@H:20]3[C@@H:21]3[C@@:34]([CH3:37])([CH2:35][CH2:36]4)[C@@:33]4([CH3:38])[C@@H:24]([C@:25]5([CH3:52])[C@@H:30]([CH2:31][CH2:32]4)[C:29]([CH3:40])([CH3:39])[C:28]([C:41]4[CH:50]=[CH:49][C:44]([C:45]([O:47][CH3:48])=[O:46])=[C:43]([F:51])[CH:42]=4)=[CH:27][CH2:26]5)[CH2:23][CH2:22]3)=[O:17])[C:11]3[C:6](=[CH:7][CH:8]=[CH:9][CH:10]=3)[C:5]=2[CH:4]=[CH:3][CH:2]=1.P([O-])(O)(O)=[O:61].[Na+].Cl([O-])=O.[Na+]. Given the product [CH:1]1[C:13]2[CH:12]([CH2:14][O:15][C:16]([NH:18][C@:19]34[CH2:55][CH2:54][C@@H:53]([CH:56]([CH3:59])[C:57]([OH:61])=[O:58])[C@@H:20]3[C@@H:21]3[C@@:34]([CH3:37])([CH2:35][CH2:36]4)[C@@:33]4([CH3:38])[C@@H:24]([C@:25]5([CH3:52])[C@@H:30]([CH2:31][CH2:32]4)[C:29]([CH3:40])([CH3:39])[C:28]([C:41]4[CH:50]=[CH:49][C:44]([C:45]([O:47][CH3:48])=[O:46])=[C:43]([F:51])[CH:42]=4)=[CH:27][CH2:26]5)[CH2:23][CH2:22]3)=[O:17])[C:11]3[C:6](=[CH:7][CH:8]=[CH:9][CH:10]=3)[C:5]=2[CH:4]=[CH:3][CH:2]=1, predict the reactants needed to synthesize it. (4) Given the product [NH2:1][C:4]1[CH:5]=[N:6][N:7]([CH2:9][C:10]([O:12][C:13]([CH3:16])([CH3:15])[CH3:14])=[O:11])[CH:8]=1, predict the reactants needed to synthesize it. The reactants are: [N+:1]([C:4]1[CH:5]=[N:6][N:7]([CH2:9][C:10]([O:12][C:13]([CH3:16])([CH3:15])[CH3:14])=[O:11])[CH:8]=1)([O-])=O. (5) Given the product [F:38][C:39]([F:51])([F:50])[C:6]([OH:8])=[O:7].[OH:4][CH:3]([C@H:2]1[N:1]([CH2:36][C:29]2[C:30]3[C:35](=[CH:34][CH:33]=[CH:32][CH:31]=3)[N:26]=[CH:27][CH:28]=2)[C:9](=[O:10])[N:47]([C:46]2[CH:48]=[CH:49][C:43]([S:40]([C:39]([F:50])([F:38])[F:51])(=[O:41])=[O:42])=[CH:44][CH:45]=2)[C:6]1=[O:7])[CH3:5], predict the reactants needed to synthesize it. The reactants are: [NH:1]([C:9](OCC1C2C(=CC=CC=2)C2C1=CC=CC=2)=[O:10])[C@@H:2]([C:6]([OH:8])=[O:7])[C@H:3]([CH3:5])[OH:4].[N:26]1[C:35]2[C:30](=[CH:31][CH:32]=[CH:33][CH:34]=2)[C:29]([CH:36]=O)=[CH:28][CH:27]=1.[F:38][C:39]([F:51])([F:50])[S:40]([C:43]1[CH:49]=[CH:48][C:46]([NH2:47])=[CH:45][CH:44]=1)(=[O:42])=[O:41].